This data is from Merck oncology drug combination screen with 23,052 pairs across 39 cell lines. The task is: Regression. Given two drug SMILES strings and cell line genomic features, predict the synergy score measuring deviation from expected non-interaction effect. (1) Drug 1: CN(C)C(=N)N=C(N)N. Drug 2: O=C(O)C1(Cc2cccc(Nc3nccs3)n2)CCC(Oc2cccc(Cl)c2F)CC1. Cell line: A2058. Synergy scores: synergy=2.60. (2) Drug 1: COc1cccc2c1C(=O)c1c(O)c3c(c(O)c1C2=O)CC(O)(C(=O)CO)CC3OC1CC(N)C(O)C(C)O1. Drug 2: C=CCn1c(=O)c2cnc(Nc3ccc(N4CCN(C)CC4)cc3)nc2n1-c1cccc(C(C)(C)O)n1. Cell line: RKO. Synergy scores: synergy=2.99. (3) Drug 2: C=CCn1c(=O)c2cnc(Nc3ccc(N4CCN(C)CC4)cc3)nc2n1-c1cccc(C(C)(C)O)n1. Cell line: HT144. Synergy scores: synergy=5.33. Drug 1: CCC1=CC2CN(C1)Cc1c([nH]c3ccccc13)C(C(=O)OC)(c1cc3c(cc1OC)N(C)C1C(O)(C(=O)OC)C(OC(C)=O)C4(CC)C=CCN5CCC31C54)C2. (4) Drug 1: COC12C(COC(N)=O)C3=C(C(=O)C(C)=C(N)C3=O)N1CC1NC12. Drug 2: C#Cc1cccc(Nc2ncnc3cc(OCCOC)c(OCCOC)cc23)c1. Cell line: EFM192B. Synergy scores: synergy=-75.4. (5) Drug 1: CC1CC2C3CCC4=CC(=O)C=CC4(C)C3(F)C(O)CC2(C)C1(O)C(=O)CO. Drug 2: NC1(c2ccc(-c3nc4ccn5c(=O)[nH]nc5c4cc3-c3ccccc3)cc2)CCC1. Cell line: UWB1289BRCA1. Synergy scores: synergy=9.99. (6) Drug 1: COc1cccc2c1C(=O)c1c(O)c3c(c(O)c1C2=O)CC(O)(C(=O)CO)CC3OC1CC(N)C(O)C(C)O1. Drug 2: COC1=C2CC(C)CC(OC)C(O)C(C)C=C(C)C(OC(N)=O)C(OC)C=CC=C(C)C(=O)NC(=CC1=O)C2=O. Cell line: SW837. Synergy scores: synergy=6.27. (7) Drug 1: N.N.O=C(O)C1(C(=O)O)CCC1.[Pt]. Drug 2: O=C(O)C1(Cc2cccc(Nc3nccs3)n2)CCC(Oc2cccc(Cl)c2F)CC1. Cell line: RKO. Synergy scores: synergy=29.1. (8) Drug 1: N#Cc1ccc(Cn2cncc2CN2CCN(c3cccc(Cl)c3)C(=O)C2)cc1. Drug 2: COC1=C2CC(C)CC(OC)C(O)C(C)C=C(C)C(OC(N)=O)C(OC)C=CC=C(C)C(=O)NC(=CC1=O)C2=O. Cell line: RPMI7951. Synergy scores: synergy=14.7. (9) Drug 1: CC1(c2nc3c(C(N)=O)cccc3[nH]2)CCCN1. Drug 2: COC1CC2CCC(C)C(O)(O2)C(=O)C(=O)N2CCCCC2C(=O)OC(C(C)CC2CCC(OP(C)(C)=O)C(OC)C2)CC(=O)C(C)C=C(C)C(O)C(OC)C(=O)C(C)CC(C)C=CC=CC=C1C. Cell line: RPMI7951. Synergy scores: synergy=12.8. (10) Drug 1: NC1(c2ccc(-c3nc4ccn5c(=O)[nH]nc5c4cc3-c3ccccc3)cc2)CCC1. Drug 2: CCc1c2c(nc3ccc(O)cc13)-c1cc3c(c(=O)n1C2)COC(=O)C3(O)CC. Cell line: VCAP. Synergy scores: synergy=25.1.